From a dataset of Full USPTO retrosynthesis dataset with 1.9M reactions from patents (1976-2016). Predict the reactants needed to synthesize the given product. (1) Given the product [CH2:13]([N:7]([C:6]([O:5][C:1]([CH3:4])([CH3:3])[CH3:2])=[O:20])[CH2:8][CH2:9][CH2:10][CH2:11][I:33])[C:14]1[CH:19]=[CH:18][CH:17]=[CH:16][CH:15]=1, predict the reactants needed to synthesize it. The reactants are: [C:1]([O:5][C:6](=[O:20])[N:7]([CH2:13][C:14]1[CH:19]=[CH:18][CH:17]=[CH:16][CH:15]=1)[CH2:8][CH2:9][CH2:10][CH2:11]O)([CH3:4])([CH3:3])[CH3:2].C(N1C=CN=C1)(N1C=CN=C1)=O.[I:33]C. (2) Given the product [C:12]1([CH:18]([NH:20][C:21]([NH:1][C:2]2[CH:3]=[C:4]3[C:9](=[CH:10][CH:11]=2)[N:8]=[CH:7][CH:6]=[CH:5]3)=[O:22])[CH3:19])[CH:17]=[CH:16][CH:15]=[CH:14][CH:13]=1, predict the reactants needed to synthesize it. The reactants are: [NH2:1][C:2]1[CH:3]=[C:4]2[C:9](=[CH:10][CH:11]=1)[N:8]=[CH:7][CH:6]=[CH:5]2.[C:12]1([CH:18]([N:20]=[C:21]=[O:22])[CH3:19])[CH:17]=[CH:16][CH:15]=[CH:14][CH:13]=1. (3) Given the product [CH3:3][O:4][CH2:5][CH2:6][O:7][CH2:8][CH2:9][O:10][CH2:11][CH:12]([O:22][CH2:24][CH2:25][O:26][CH3:27])[CH2:13][O:14][CH2:15][CH2:16][O:17][CH2:18][CH2:19][O:20][CH3:21], predict the reactants needed to synthesize it. The reactants are: [OH-].[Na+].[CH3:3][O:4][CH2:5][CH2:6][O:7][CH2:8][CH2:9][O:10][CH2:11][CH:12]([OH:22])[CH2:13][O:14][CH2:15][CH2:16][O:17][CH2:18][CH2:19][O:20][CH3:21].Cl[CH2:24][CH2:25][O:26][CH3:27]. (4) The reactants are: [F:1][C:2]1[CH:3]=[C:4]([CH:20]=[CH:21][CH:22]=1)[CH2:5][O:6][C:7]1[CH:19]=[CH:18][C:10]([CH:11]=[N:12][C@@H:13]([CH3:17])[C:14]([NH2:16])=[O:15])=[CH:9][CH:8]=1.CO.C(OCC)(=O)C. Given the product [CH3:17][C@H:13]([NH:12][CH2:11][C:10]1[CH:18]=[CH:19][C:7]([O:6][CH2:5][C:4]2[CH:20]=[CH:21][CH:22]=[C:2]([F:1])[CH:3]=2)=[CH:8][CH:9]=1)[C:14]([NH2:16])=[O:15], predict the reactants needed to synthesize it.